Dataset: Reaction yield outcomes from USPTO patents with 853,638 reactions. Task: Predict the reaction yield, written as a fraction of the theoretical maximum amount of product (1.0 means a 100% yield; for example, 0.34 means a 34% yield). The reactants are [CH2:1]([C:3]1[S:7][C:6]([C:8]2[CH:13]=[CH:12][C:11]([C:14]([F:17])([F:16])[F:15])=[CH:10][CH:9]=2)=[N:5][C:4]=1[CH2:18][CH:19]=[O:20])[CH3:2].[CH3:21][Mg]Br.CCOCC. The catalyst is O1CCCC1. The product is [CH2:1]([C:3]1[S:7][C:6]([C:8]2[CH:9]=[CH:10][C:11]([C:14]([F:17])([F:16])[F:15])=[CH:12][CH:13]=2)=[N:5][C:4]=1[CH2:18][CH:19]([OH:20])[CH3:21])[CH3:2]. The yield is 0.700.